From a dataset of Forward reaction prediction with 1.9M reactions from USPTO patents (1976-2016). Predict the product of the given reaction. (1) Given the reactants [Br:1][C:2]1[CH:7]=[CH:6][C:5]([CH:8]2[CH2:10][CH:9]2[C:11]([O:13]C(C)(C)C)=[O:12])=[CH:4][CH:3]=1.[OH-].[Li+], predict the reaction product. The product is: [Br:1][C:2]1[CH:3]=[CH:4][C:5]([CH:8]2[CH2:10][CH:9]2[C:11]([OH:13])=[O:12])=[CH:6][CH:7]=1. (2) Given the reactants O.[Cl-].COC1N=C(OC)N=C([N+]2(C)CCOCC2)N=1.C(N(CC)CC)C.[F:27][C:28]1[CH:33]=[C:32]([O:34][C:35]2[CH:40]=[CH:39][N:38]=[C:37]([NH:41][C:42]([N:44]3[CH2:48][CH2:47][C@H:46]([OH:49])[CH2:45]3)=[O:43])[CH:36]=2)[C:31]([F:50])=[CH:30][C:29]=1[NH:51][C:52]([C:54]1([C:57](O)=[O:58])[CH2:56][CH2:55]1)=[O:53].[F:60][C:61]1[CH:67]=[CH:66][C:64]([NH2:65])=[CH:63][CH:62]=1.C(=O)([O-])O.[Na+], predict the reaction product. The product is: [F:27][C:28]1[CH:33]=[C:32]([O:34][C:35]2[CH:40]=[CH:39][N:38]=[C:37]([NH:41][C:42]([N:44]3[CH2:48][CH2:47][C@H:46]([OH:49])[CH2:45]3)=[O:43])[CH:36]=2)[C:31]([F:50])=[CH:30][C:29]=1[NH:51][C:52]([C:54]1([C:57]([NH:65][C:64]2[CH:66]=[CH:67][C:61]([F:60])=[CH:62][CH:63]=2)=[O:58])[CH2:56][CH2:55]1)=[O:53]. (3) Given the reactants [Cl:1][C:2]1[CH:10]=[CH:9][C:5]([C:6]([OH:8])=O)=[CH:4][CH:3]=1.CN(C(ON1N=NC2C=CC=CC1=2)=[N+](C)C)C.[B-](F)(F)(F)F.CCN(C(C)C)C(C)C.[CH3:42][CH:43]([CH3:52])[C@H:44]([NH2:51])[CH2:45][N:46]1[CH2:50][CH2:49][CH2:48][CH2:47]1, predict the reaction product. The product is: [Cl:1][C:2]1[CH:3]=[CH:4][C:5]([C:6]([NH:51][C@@H:44]([CH:43]([CH3:52])[CH3:42])[CH2:45][N:46]2[CH2:50][CH2:49][CH2:48][CH2:47]2)=[O:8])=[CH:9][CH:10]=1.